Dataset: Forward reaction prediction with 1.9M reactions from USPTO patents (1976-2016). Task: Predict the product of the given reaction. (1) Given the reactants [C:1]([O:5][C:6]([NH:8]/[C:9](=[CH:20]\[CH2:21][CH2:22][C@H:23]([O:42][CH2:43][CH2:44][CH3:45])[C@H:24]([C@@H:30]([O:32][CH2:33][C:34]1[CH:39]=[CH:38][C:37]([O:40][CH3:41])=[CH:36][CH:35]=1)[CH3:31])[CH2:25][CH2:26][CH:27]([CH3:29])[CH3:28])/[C:10]([O:12][CH2:13][C:14]1[CH:19]=[CH:18][CH:17]=[CH:16][CH:15]=1)=[O:11])=[O:7])([CH3:4])([CH3:3])[CH3:2], predict the reaction product. The product is: [C:1]([O:5][C:6]([NH:8][C@@H:9]([CH2:20][CH2:21][CH2:22][C@H:23]([O:42][CH2:43][CH2:44][CH3:45])[C@H:24]([C@@H:30]([O:32][CH2:33][C:34]1[CH:39]=[CH:38][C:37]([O:40][CH3:41])=[CH:36][CH:35]=1)[CH3:31])[CH2:25][CH2:26][CH:27]([CH3:29])[CH3:28])[C:10]([O:12][CH2:13][C:14]1[CH:19]=[CH:18][CH:17]=[CH:16][CH:15]=1)=[O:11])=[O:7])([CH3:2])([CH3:3])[CH3:4]. (2) Given the reactants Br[C:2]1[N:3]=[C:4]2[C:10]([C:11](=[O:16])[C:12]([CH3:15])([CH3:14])[CH3:13])=[CH:9][NH:8][C:5]2=[N:6][CH:7]=1.[CH2:17]([O:19][C:20]1[CH:21]=[C:22](B(O)O)[CH:23]=[CH:24][CH:25]=1)[CH3:18].C([O-])([O-])=O.[K+].[K+].O1CCOCC1, predict the reaction product. The product is: [CH2:17]([O:19][C:20]1[CH:25]=[C:24]([C:2]2[N:3]=[C:4]3[C:10]([C:11](=[O:16])[C:12]([CH3:15])([CH3:14])[CH3:13])=[CH:9][NH:8][C:5]3=[N:6][CH:7]=2)[CH:23]=[CH:22][CH:21]=1)[CH3:18]. (3) Given the reactants [Cl:1][C:2]1[C:11]2[C:6](=[C:7]([Cl:12])[CH:8]=[CH:9][CH:10]=2)[C:5]([OH:13])=[CH:4][N:3]=1.[CH2:14]1CCN2C(=NCCC2)C[CH2:15]1.C1(Br)CC1, predict the reaction product. The product is: [Cl:1][C:2]1[C:11]2[C:6](=[C:7]([Cl:12])[CH:8]=[CH:9][CH:10]=2)[C:5]([O:13][CH2:14][CH3:15])=[CH:4][N:3]=1. (4) Given the reactants [CH3:1][C:2]1[CH:7]=[CH:6][N:5]2[C:8]([C:11]3[CH:12]=[C:13](OS(C(F)(F)F)(=O)=O)[CH:14]=[CH:15][CH:16]=3)=[CH:9][N:10]=[C:4]2[N:3]=1.[F:25][C:26]1[CH:31]=[CH:30][CH:29]=[CH:28][C:27]=1B(O)O, predict the reaction product. The product is: [F:25][C:26]1[CH:31]=[CH:30][CH:29]=[CH:28][C:27]=1[C:13]1[CH:14]=[CH:15][CH:16]=[C:11]([C:8]2[N:5]3[CH:6]=[CH:7][C:2]([CH3:1])=[N:3][C:4]3=[N:10][CH:9]=2)[CH:12]=1. (5) Given the reactants [C:1]1([CH2:7][C@@H:8]([NH:12][C:13](=[O:22])[CH2:14][CH2:15][C:16]2[CH:21]=[CH:20][CH:19]=[CH:18][CH:17]=2)[C:9]([OH:11])=O)[CH:6]=[CH:5][CH:4]=[CH:3][CH:2]=1.[CH3:23][O:24][C:25](=[O:36])[CH:26]([NH2:35])[CH2:27][CH2:28][CH2:29][C:30]1[NH:31][CH:32]=[N:33][CH:34]=1.ON1C2C=CC=CC=2N=N1.C(N(CC)CC)C, predict the reaction product. The product is: [CH3:23][O:24][C:25](=[O:36])[CH:26]([NH:35][C:9](=[O:11])[C@H:8]([NH:12][C:13](=[O:22])[CH2:14][CH2:15][C:16]1[CH:21]=[CH:20][CH:19]=[CH:18][CH:17]=1)[CH2:7][C:1]1[CH:2]=[CH:3][CH:4]=[CH:5][CH:6]=1)[CH2:27][CH2:28][CH2:29][C:30]1[NH:31][CH:32]=[N:33][CH:34]=1. (6) Given the reactants [OH:1][C:2]([C:4]([F:7])([F:6])[F:5])=O.[F:8][C:9]1[CH:14]=[CH:13][C:12]([N:15]2[C:23]3[C:18](=[CH:19][C:20]([CH:24]([C:28]4[CH:33]=[CH:32][CH:31]=[CH:30][CH:29]=4)[CH2:25][CH2:26][NH2:27])=[CH:21][CH:22]=3)[CH:17]=[N:16]2)=[CH:11][CH:10]=1.FC(F)(F)CS(Cl)(=O)=O, predict the reaction product. The product is: [F:5][C:4]([F:7])([F:6])[C:2]([NH:27][CH2:26][CH2:25][CH:24]([C:20]1[CH:19]=[C:18]2[C:23](=[CH:22][CH:21]=1)[N:15]([C:12]1[CH:11]=[CH:10][C:9]([F:8])=[CH:14][CH:13]=1)[N:16]=[CH:17]2)[C:28]1[CH:29]=[CH:30][CH:31]=[CH:32][CH:33]=1)=[O:1]. (7) Given the reactants Cl.[CH3:2][CH:3]([O:5][C:6]1[CH:13]=[CH:12][C:11]([CH:14]2[N:18](C3C=CC=C4C=3CCNC4)[N:17]=[CH:16][S:15]2)=[CH:10][C:7]=1[C:8]#[N:9])[CH3:4].[C:29](=[O:32])([O-])[O-].[K+].[K+].I[CH2:36][CH2:37]O.[CH3:39][N:40]([CH:42]=O)[CH3:41], predict the reaction product. The product is: [OH:32][CH2:29][CH2:39][N:40]1[CH2:42][CH2:37][C:36]2[C:8](=[CH:7][CH:6]=[CH:13][C:12]=2[C:16]2[S:15][C:14]([C:11]3[CH:12]=[CH:13][C:6]([O:5][CH:3]([CH3:2])[CH3:4])=[C:7]([CH:10]=3)[C:8]#[N:9])=[N:18][N:17]=2)[CH2:41]1.